This data is from Full USPTO retrosynthesis dataset with 1.9M reactions from patents (1976-2016). The task is: Predict the reactants needed to synthesize the given product. Given the product [F:26][CH2:27][C@@H:28]1[CH2:32][CH2:31][CH2:30][N:29]1[CH2:2][C@@H:3]1[CH2:7][CH2:6][CH2:5][N:4]1[C:8]([C:10]1[CH:15]=[CH:14][C:13]([C:16]2[CH:21]=[CH:20][C:19]([C:22]([F:25])([F:24])[F:23])=[CH:18][CH:17]=2)=[CH:12][CH:11]=1)=[O:9], predict the reactants needed to synthesize it. The reactants are: O[CH2:2][C@@H:3]1[CH2:7][CH2:6][CH2:5][N:4]1[C:8]([C:10]1[CH:15]=[CH:14][C:13]([C:16]2[CH:21]=[CH:20][C:19]([C:22]([F:25])([F:24])[F:23])=[CH:18][CH:17]=2)=[CH:12][CH:11]=1)=[O:9].[F:26][CH2:27][C@@H:28]1[CH2:32][CH2:31][CH2:30][NH:29]1.